This data is from Full USPTO retrosynthesis dataset with 1.9M reactions from patents (1976-2016). The task is: Predict the reactants needed to synthesize the given product. (1) The reactants are: [C:1]([O:5][C:6]([N:8]1[CH2:13][CH2:12][C:11]([C:15]2[S:16][CH:17]=[C:18]([CH2:20][OH:21])[N:19]=2)([CH3:14])[CH2:10][CH2:9]1)=[O:7])([CH3:4])([CH3:3])[CH3:2].[CH3:22][S:23](Cl)(=[O:25])=[O:24].C(N(CC)CC)C. Given the product [C:1]([O:5][C:6]([N:8]1[CH2:9][CH2:10][C:11]([C:15]2[S:16][CH:17]=[C:18]([CH2:20][O:21][S:23]([CH3:22])(=[O:25])=[O:24])[N:19]=2)([CH3:14])[CH2:12][CH2:13]1)=[O:7])([CH3:2])([CH3:3])[CH3:4], predict the reactants needed to synthesize it. (2) Given the product [CH2:13]([N:20]1[CH:21]2[CH2:27][CH2:26][CH:25]1[CH2:24][C:23]([C:31]1[C:30]([Br:29])=[CH:35][N:34]=[CH:33][N:32]=1)([OH:28])[CH2:22]2)[C:14]1[CH:15]=[CH:16][CH:17]=[CH:18][CH:19]=1, predict the reactants needed to synthesize it. The reactants are: C([Li])CCC.C(NC(C)C)(C)C.[CH2:13]([N:20]1[CH:25]2[CH2:26][CH2:27][CH:21]1[CH2:22][C:23](=[O:28])[CH2:24]2)[C:14]1[CH:19]=[CH:18][CH:17]=[CH:16][CH:15]=1.[Br:29][C:30]1[CH:31]=[N:32][CH:33]=[N:34][CH:35]=1. (3) Given the product [C:10]([O:14][N:15]=[C:16]([CH2:18][O:6][CH2:5][CH2:4][CH2:3][CH2:2][CH2:1][OH:7])[CH3:17])([CH3:13])([CH3:12])[CH3:11], predict the reactants needed to synthesize it. The reactants are: [CH2:1]([OH:7])[CH2:2][CH2:3][CH2:4][CH2:5][OH:6].[OH-].[Na+].[C:10]([O:14][N:15]=[C:16]([CH2:18]Cl)[CH3:17])([CH3:13])([CH3:12])[CH3:11].Cl. (4) The reactants are: [F:1][C:2]([F:28])([F:27])[C:3]1([C:6]2[CH:11]=[CH:10][C:9]([C:12]([C:14]3[CH:20]=[C:19]([C:21]#[C:22][Si:23]([CH3:26])([CH3:25])[CH3:24])[CH:18]=[CH:17][C:15]=3[NH2:16])=[O:13])=[CH:8][CH:7]=2)[NH:5][NH:4]1. Given the product [F:28][C:2]([F:1])([F:27])[C:3]1([C:6]2[CH:11]=[CH:10][C:9]([C:12]([C:14]3[CH:20]=[C:19]([C:21]#[C:22][Si:23]([CH3:25])([CH3:24])[CH3:26])[CH:18]=[CH:17][C:15]=3[NH2:16])=[O:13])=[CH:8][CH:7]=2)[N:5]=[N:4]1, predict the reactants needed to synthesize it. (5) Given the product [C:14]1([N:9]2[CH:10]=[CH:11][C:12](=[O:13])[C:7]([C:5]3[N:21]([C:23]4[CH:28]=[CH:27][N:26]=[CH:25][CH:24]=4)[N:2]=[CH:3][CH:4]=3)=[N:8]2)[CH:19]=[CH:18][CH:17]=[CH:16][CH:15]=1, predict the reactants needed to synthesize it. The reactants are: C[N:2](C)/[CH:3]=[CH:4]/[C:5]([C:7]1[C:12](=[O:13])[CH:11]=[CH:10][N:9]([C:14]2[CH:19]=[CH:18][CH:17]=[CH:16][CH:15]=2)[N:8]=1)=O.[NH:21]([C:23]1[CH:28]=[CH:27][N:26]=[CH:25][CH:24]=1)N. (6) Given the product [NH2:3][O:12][CH:13]1[CH2:14][CH2:15][N:16]([C:19]([O:21][C:22]([CH3:25])([CH3:24])[CH3:23])=[O:20])[CH2:17][CH2:18]1, predict the reactants needed to synthesize it. The reactants are: O=C1C2C(=CC=CC=2)C(=O)[N:3]1[O:12][CH:13]1[CH2:18][CH2:17][N:16]([C:19]([O:21][C:22]([CH3:25])([CH3:24])[CH3:23])=[O:20])[CH2:15][CH2:14]1.O.NN.